From a dataset of Full USPTO retrosynthesis dataset with 1.9M reactions from patents (1976-2016). Predict the reactants needed to synthesize the given product. (1) The reactants are: Cl[C:2]1[CH:7]=[C:6]([CH2:8][N:9]2[C:13]([CH3:15])([CH3:14])[C:12](=[O:16])[N:11]([C:17]3[CH:22]=[CH:21][C:20]([S:23][C:24]([F:27])([F:26])[F:25])=[CH:19][CH:18]=3)[C:10]2=[O:28])[CH:5]=[CH:4][N:3]=1.[NH2:29][C:30]1[CH:31]=[C:32]([CH:38]=[CH:39][CH:40]=1)[C:33]([N:35]([CH3:37])[CH3:36])=[O:34].CC1(C)C2C=CC=C(P(C3C=CC=CC=3)C3C=CC=CC=3)C=2OC2C1=CC=CC=2P(C1C=CC=CC=1)C1C=CC=CC=1.C(=O)([O-])[O-].[Cs+].[Cs+]. Given the product [CH3:14][C:13]1([CH3:15])[N:9]([CH2:8][C:6]2[CH:5]=[CH:4][N:3]=[C:2]([NH:29][C:30]3[CH:31]=[C:32]([CH:38]=[CH:39][CH:40]=3)[C:33]([N:35]([CH3:37])[CH3:36])=[O:34])[CH:7]=2)[C:10](=[O:28])[N:11]([C:17]2[CH:22]=[CH:21][C:20]([S:23][C:24]([F:27])([F:26])[F:25])=[CH:19][CH:18]=2)[C:12]1=[O:16], predict the reactants needed to synthesize it. (2) Given the product [F:1][C:2]1[CH:3]=[CH:4][C:5]2[N:8]=[C:9]([C@@H:10]([NH:12][C:13](=[O:29])[O:14][CH2:15][CH:16]3[C:17]4[CH:18]=[CH:19][CH:20]=[CH:21][C:22]=4[C:23]4[C:28]3=[CH:27][CH:26]=[CH:25][CH:24]=4)[CH3:11])[N:8]([C:5]3[CH:6]=[CH:7][C:2]([F:1])=[CH:3][CH:4]=3)[C:6]=2[CH:7]=1, predict the reactants needed to synthesize it. The reactants are: [F:1][C:2]1[CH:7]=[CH:6][C:5]([NH:8][C:9](=O)[C@@H:10]([NH:12][C:13](=[O:29])[O:14][CH2:15][CH:16]2[C:28]3[CH:27]=[CH:26][CH:25]=[CH:24][C:23]=3[C:22]3[C:17]2=[CH:18][CH:19]=[CH:20][CH:21]=3)[CH3:11])=[C:4](NC2C=CC(F)=CC=2)[CH:3]=1.C(Cl)Cl.C([O-])(O)=O.[Na+]. (3) Given the product [C:1]([O-:5])(=[O:4])[CH:2]=[O:3].[Ca+2:10].[C:1]([O-:5])(=[O:4])[CH:2]=[O:3], predict the reactants needed to synthesize it. The reactants are: [C:1]([OH:5])(=[O:4])[CH:2]=[O:3].C([O-])(=O)C.[Ca+2:10].C([O-])(=O)C. (4) Given the product [ClH:1].[NH2:24][C@@H:20]1[CH2:21][CH2:22][CH2:23][N:18]([C:3]2[C:2]([Cl:1])=[CH:7][N:6]=[C:5]3[NH:8][CH:9]=[C:10]([NH:11][C:12](=[O:17])[C@@H:13]([O:15][CH3:16])[CH3:14])[C:4]=23)[CH2:19]1, predict the reactants needed to synthesize it. The reactants are: [Cl:1][C:2]1[C:3]([N:18]2[CH2:23][CH2:22][CH2:21][C@@H:20]([NH:24]C(=O)OC(C)(C)C)[CH2:19]2)=[C:4]2[C:10]([NH:11][C:12](=[O:17])[C@@H:13]([O:15][CH3:16])[CH3:14])=[CH:9][NH:8][C:5]2=[N:6][CH:7]=1.C(O)(C(F)(F)F)=O. (5) Given the product [CH3:1][CH2:2][CH2:3][C@H:4]([NH:10][C@H:11]([C:13]([N:15]1[C@H:23]([C:24]([OH:26])=[O:25])[CH2:22][C@H:21]2[C@@H:16]1[CH2:17][CH2:18][CH2:19][CH2:20]2)=[O:14])[CH3:12])[C:5]([O:7][CH2:8][CH3:9])=[O:6].[CH3:34][C:33]([NH2:37])([CH3:36])[CH3:35], predict the reactants needed to synthesize it. The reactants are: [CH3:1][CH2:2][CH2:3][C@H:4]([NH:10][C@H:11]([C:13]([N:15]1[C@H:23]([C:24]([OH:26])=[O:25])[CH2:22][C@H:21]2[C@@H:16]1[CH2:17][CH2:18][CH2:19][CH2:20]2)=[O:14])[CH3:12])[C:5]([O:7][CH2:8][CH3:9])=[O:6].C(OCC)(=O)C.[C:33]([NH2:37])([CH3:36])([CH3:35])[CH3:34]. (6) Given the product [F:43][C:29]([F:28])([F:42])[C:30]1[CH:31]=[CH:32][C:33]([N:36]2[CH2:41][CH2:40][N:39]([CH2:69][CH2:70][CH:71]3[CH2:75][C:74]4([CH2:76][CH2:77][CH2:78][CH2:79][CH2:80]4)[C:73](=[O:81])[O:72]3)[CH2:38][CH2:37]2)=[CH:34][CH:35]=1, predict the reactants needed to synthesize it. The reactants are: N1C2C=CC=CC=2N=C1C1CCN(CCC2OC(=O)C(CC)(CC)C2)CC1.[F:28][C:29]([F:43])([F:42])[C:30]1[CH:35]=[CH:34][C:33]([N:36]2[CH2:41][CH2:40][NH:39][CH2:38][CH2:37]2)=[CH:32][CH:31]=1.N1(C2C=CC=CC=2C#N)CCNCC1.CC1C=CC(S(O[CH2:69][CH2:70][CH:71]2[CH2:75][C:74]3([CH2:80][CH2:79][CH2:78][CH2:77][CH2:76]3)[C:73](=[O:81])[O:72]2)(=O)=O)=CC=1.CC1C=CC(S(OCCC2CC(CC)(CC)C(=O)O2)(=O)=O)=CC=1. (7) The reactants are: [NH2:1][C:2]1[C:10]([F:11])=[CH:9][C:8]([F:12])=[CH:7][C:3]=1[C:4]([OH:6])=[O:5].Cl[C:14](Cl)([O:16]C(=O)OC(Cl)(Cl)Cl)Cl. Given the product [F:12][C:8]1[CH:9]=[C:10]([F:11])[C:2]2[NH:1][C:14](=[O:16])[O:5][C:4](=[O:6])[C:3]=2[CH:7]=1, predict the reactants needed to synthesize it. (8) Given the product [Br-:11].[C:13]([CH2:12][N+:6]1[C:5]2[S:10][C:2]([Cl:1])=[CH:3][C:4]=2[S:8][C:7]=1[CH3:9])([OH:15])=[O:14], predict the reactants needed to synthesize it. The reactants are: [Cl:1][C:2]1[S:10][C:5]2[N:6]=[C:7]([CH3:9])[S:8][C:4]=2[CH:3]=1.[Br:11][CH2:12][C:13]([OH:15])=[O:14].C1(C(C)C)C=CC=CC=1. (9) Given the product [Cl:34][C:35]1[N:36]=[CH:37][C:38]([N:17]2[C:18]3[C:14](=[CH:13][C:12]([C:10]([N:7]4[CH2:8][CH2:9][N:4]([CH:1]([CH3:3])[CH3:2])[CH2:5][CH2:6]4)=[O:11])=[CH:20][CH:19]=3)[CH:15]=[C:16]2[C:21]([N:23]2[CH2:28][CH2:27][N:26]([C:29](=[O:33])[CH:30]([CH3:32])[CH3:31])[CH2:25][CH2:24]2)=[O:22])=[CH:39][CH:40]=1, predict the reactants needed to synthesize it. The reactants are: [CH:1]([N:4]1[CH2:9][CH2:8][N:7]([C:10]([C:12]2[CH:13]=[C:14]3[C:18](=[CH:19][CH:20]=2)[NH:17][C:16]([C:21]([N:23]2[CH2:28][CH2:27][N:26]([C:29](=[O:33])[CH:30]([CH3:32])[CH3:31])[CH2:25][CH2:24]2)=[O:22])=[CH:15]3)=[O:11])[CH2:6][CH2:5]1)([CH3:3])[CH3:2].[Cl:34][C:35]1[CH:40]=[CH:39][C:38](B(O)O)=[CH:37][N:36]=1. (10) Given the product [F:1][C:2]([F:11])([F:12])[O:3][C:4]1[CH:5]=[C:6]([NH:7][C:23](=[O:24])[O:25][C:26]2[CH:31]=[CH:30][CH:29]=[CH:28][CH:27]=2)[CH:8]=[CH:9][CH:10]=1, predict the reactants needed to synthesize it. The reactants are: [F:1][C:2]([F:12])([F:11])[O:3][C:4]1[CH:5]=[C:6]([CH:8]=[CH:9][CH:10]=1)[NH2:7].N1C=CC=CC=1.C(Cl)Cl.Cl[C:23]([O:25][C:26]1[CH:31]=[CH:30][CH:29]=[CH:28][CH:27]=1)=[O:24].